This data is from Drug-target binding data from BindingDB using Ki measurements. The task is: Regression. Given a target protein amino acid sequence and a drug SMILES string, predict the binding affinity score between them. We predict pKi (pKi = -log10(Ki in M); higher means stronger inhibition). Dataset: bindingdb_ki. (1) The small molecule is CCCN(C(=O)/C=C/C(C)=C/C(=O)O)c1cc(C(C)(C)C)cc(C(C)(C)C)c1. The target protein (P48443) has sequence MYGNYSHFMKFPAGYGGSPGHTGSTSMSPSAALSTGKPMDSHPSYTDTPVSAPRTLSAVGTPLNALGSPYRVITSAMGPPSGALAAPPGINLVAPPSSQLNVVNSVSSSEDIKPLPGLPGIGNMNYPSTSPGSLVKHICAICGDRSSGKHYGVYSCEGCKGFFKRTIRKDLIYTCRDNKDCLIDKRQRNRCQYCRYQKCLVMGMKREAVQEERQRSRERAESEAECATSGHEDMPVERILEAELAVEPKTESYGDMNMENSTNDPVTNICHAADKQLFTLVEWAKRIPHFSDLTLEDQVILLRAGWNELLIASFSHRSVSVQDGILLATGLHVHRSSAHSAGVGSIFDRVLTELVSKMKDMQMDKSELGCLRAIVLFNPDAKGLSNPSEVETLREKVYATLEAYTKQKYPEQPGRFAKLLLRLPALRSIGLKCLEHLFFFKLIGDTPIDTFLMEMLETPLQIT. The pKi is 6.5. (2) The compound is C[C@H](NC(=O)[C@H](CCCN=C(N)N)NC(=O)[C@H](CCC(N)=O)NC(=O)[C@@H]1CCCN1C(=O)[C@@H](N)[C@@H](C)O)C(=O)N[C@@H](CCCN=C(N)N)C(=O)N[C@@H](CCCN=C(N)N)C(=O)N[C@@H](CCCN=C(N)N)C(=O)N[C@@H](CCCCN)C(=O)N[C@@H](CCCCN)C(=O)N[C@@H](CCCN=C(N)N)C(=O)N[C@@H](Cc1ccccc1)C(=O)O. The target protein (Q63415) has sequence MPPRAPPAPGPRPPPRAAGRHGLSPLAPRPWRWLLLLALPAVCSALPPPRPVYTNHWAVQVLGGPGAADRVAAAHGYLNLGQIGNLDDYYHFYHSKTFKRSTLSSRGPHTFLRMDPQVKWLQQQEVKRRVKRQARSDSLYFNDPIWSNMWYMHCADKNSRCRSEMNVQAAWKRGYTGKNVVVTILDDGIERNHPDLAPNYDSYASYDVNGNDYDPSPRYDASNENKHGTRCAGEVAASANNSYCIVGIAYNAKIGGIRMLDGDVTDVVEAKSLGIRPNYIDIYSASWGPDDDGKTVDGPGRLAKQAFEYGIKKGRQGLGSIFVWASGNGGREGDHCSCDGYTNSIYTISVSSTTENGHKPWYLEECASTLATTYSSGAFYERKIVTTDLRQRCTDGHTGTSVSAPMVAGIIALALEANNQLTWRDVQHLLVKTSRPAHLKASDWKVNGAGHKVSHLYGFGLVDAEALVLEARKWTAVPSQHMCVATADKRPRSIPVVQVL.... The pKi is 6.2. (3) The pKi is 4.5. The target protein (Q6TEK3) has sequence MAAPVLLRVSVPRWERVARYAVCAAGILLSIYAYHVEREKERDPEHRALCDLGPWVKCSAALASRWGRGFGLLGSIFGKDGVLNQPNSVFGLIFYILQLLLGMTASAVAALVLMTSSIVSVVGSLYLAYILYFVLKEFCIICVTTYVLNFLLLIINYKRLVYLNEAWKRQLQPKED. The small molecule is CC(=O)CC(c1ccccc1)c1c(O)c2ccccc2oc1=O. (4) The compound is CCc1ccc(-c2[nH]c3nc(N)[nH]c(=O)c3c2C#N)cc1. The target protein (Q01782) has sequence MTAPTVPVALVTGAAKRLGRSIAEGLHAEGYAVCLHYHRSAAEANALSATLNARRPNSAITVQADLSNVATAPVSGADGSAPVTLFTRCAELVAACYTHWGRCDVLVNNASSFYPTPLLRNDEDGHEPCVGDREAMETATADLFGSNAIAPYFLIKAFAHRFAGTPAKHRGTNYSIINMVDAMTNQPLLGYTIYTMAKGALEGLTRSAALELAPLQIRVNGVGPGLSVLVDDMPPAVWEGHRSKVPLYQRDSSAAEVSDVVIFLCSSKAKYITGTCVKVDGGYSLTRA. The pKi is 4.8. (5) The small molecule is Cc1nn(C)c(O)c1C(=O)c1ccc2nc(C)n(-c3cccc(F)c3)c(=O)c2c1. The target protein (P32754) has sequence MTTYSDKGAKPERGRFLHFHSVTFWVGNAKQAASFYCSKMGFEPLAYRGLETGSREVVSHVIKQGKIVFVLSSALNPWNKEMGDHLVKHGDGVKDIAFEVEDCDYIVQKARERGAKIMREPWVEQDKFGKVKFAVLQTYGDTTHTLVEKMNYIGQFLPGYEAPAFMDPLLPKLPKCSLEMIDHIVGNQPDQEMVSASEWYLKNLQFHRFWSVDDTQVHTEYSSLRSIVVANYEESIKMPINEPAPGKKKSQIQEYVDYNGGAGVQHIALKTEDIITAIRHLRERGLEFLSVPSTYYKQLREKLKTAKIKVKENIDALEELKILVDYDEKGYLLQIFTKPVQDRPTLFLEVIQRHNHQGFGAGNFNSLFKAFEEEQNLRGNLTNMETNGVVPGM. The pKi is 7.0. (6) The compound is CC(Nn1nnc2ccccc21)c1ccccc1. The target protein (P24460) has sequence MELSVLLLLALLTGLLLLMARGHPKAYGHLPPGPRPLPILGNFLQMDRKGLLKSFLRLQEKYGDVFTVYLGPRRTVMLCGIDAIREALVDNAEAFSGRGKIAVVEPVFQGYGVVFANGERWKTLRRFSLATMRDFGMGKRSVEERIQEEAQCLVEELRKTEGVLQDPTFFFHSMTANIICSIVFGKRFGYKDPEFLRLMNLFYVSFALISSFSSQMFELFHSFLKYFPGTHRQVYNNLQEIKAFIARMVEKHRETLDPSAPRDFIDAYLIRMDKEKAEPSSEFHHRNLIDTALSLFFAGTETTSTTLRYGFLLMLKYPHIAERIYKEIDQVIGPHRLPSLDDRAKMPYTDAVIHEIQRFGDLLPIGVPHMVTKDICFRGYIIPKGTEVFPILHSALNDPHYFEKPDVFNPDHFLDANGALKKNEAFIPFSIGKRICLGEGIARMELFLFFTTILQNFSVASPMAPEDIDLTPQEIGVGKLPPVYQISFLSRGGC. The pKi is 6.3. (7) The pKi is 4.6. The drug is CC(=O)NC(CC(=O)[O-])C[N+](C)(C)C. The target protein (P43155) has sequence MLAFAARTVVKPLGFLKPFSLMKASSRFKAHQDALPRLPVPPLQQSLDHYLKALQPIVSEEEWAHTKQLVDEFQASGGVGERLQKGLERRARKTENWLSEWWLKTAYLQYRQPVVIYSSPGVMLPKQDFVDLQGQLRFAAKLIEGVLDFKVMIDNETLPVEYLGGKPLCMNQYYQILSSCRVPGPKQDTVSNFSKTKKPPTHITVVHNYQFFELDVYHSDGTPLTADQIFVQLEKIWNSSLQTNKEPVGILTSNHRNSWAKAYNTLIKDKVNRDSVRSIQKSIFTVCLDATMPRVSEDVYRSHVAGQMLHGGGSRLNSGNRWFDKTLQFIVAEDGSCGLVYEHAAAEGPPIVTLLDYVIEYTKKPELVRSPLVPLPMPKKLRFNITPEIKSDIEKAKQNLSIMIQDLDITVMVFHHFGKDFPKSEKLSPDAFIQMALQLAYYRIYGQACATYESASLRMFHLGRTDTIRSASMDSLTFVKAMDDSSVTEHQKVELLRKAV.... (8) The drug is CN1C(=O)[C@H](NC(=O)c2cc3ccccc3[nH]2)N=C(c2ccccc2)c2ccccc21. The target protein sequence is MKFVYKEEHPFEKRRSEGEKIRKKYPDRVPVIVEKAPKARIGDLDKKKYLVPSDLTVGQFYFLIRKRIHLRAEDALFFFVNNVIPPTSATMGQLYQEHHEEDFFLYIAYSDESVYGL. The pKi is 5.0.